From a dataset of Forward reaction prediction with 1.9M reactions from USPTO patents (1976-2016). Predict the product of the given reaction. (1) Given the reactants [Br:1][C:2]1[C:3](=[O:31])[N:4]([C:19]2[C:24]([F:25])=[CH:23][C:22](/[CH:26]=[CH:27]/[CH2:28][OH:29])=[CH:21][C:20]=2[F:30])[C:5]([CH3:18])=[CH:6][C:7]=1[O:8][CH2:9][C:10]1[CH:15]=[CH:14][C:13]([F:16])=[CH:12][C:11]=1[F:17].ClC(Cl)(Cl)[C:34]([N:36]=C=O)=[O:35], predict the reaction product. The product is: [C:34](=[O:35])([O:29][CH2:28]/[CH:27]=[CH:26]/[C:22]1[CH:21]=[C:20]([F:30])[C:19]([N:4]2[C:5]([CH3:18])=[CH:6][C:7]([O:8][CH2:9][C:10]3[CH:15]=[CH:14][C:13]([F:16])=[CH:12][C:11]=3[F:17])=[C:2]([Br:1])[C:3]2=[O:31])=[C:24]([F:25])[CH:23]=1)[NH2:36]. (2) Given the reactants [CH3:1][O:2][C:3]1[C:4]([NH2:11])=[N:5][C:6]([CH3:10])=[C:7]([CH3:9])[N:8]=1.[Cl:12][C:13]1[S:17][C:16]([S:18](Cl)(=[O:20])=[O:19])=[CH:15][CH:14]=1, predict the reaction product. The product is: [Cl:12][C:13]1[S:17][C:16]([S:18]([NH:11][C:4]2[C:3]([O:2][CH3:1])=[N:8][C:7]([CH3:9])=[C:6]([CH3:10])[N:5]=2)(=[O:20])=[O:19])=[CH:15][CH:14]=1. (3) Given the reactants [ClH:1].Cl.[CH:3]([C@H:16]1[N:21]2[CH2:22][CH2:23][CH2:24][C@H:20]2[CH2:19][N:18]([CH2:25][C:26]2[CH:31]=[C:30](Br)[CH:29]=[CH:28][C:27]=2[O:33][CH3:34])[CH2:17]1)([C:10]1[CH:15]=[CH:14][CH:13]=[CH:12][CH:11]=1)[C:4]1[CH:9]=[CH:8][CH:7]=[CH:6][CH:5]=1.C(B(CC)[C:38]1[CH:39]=[N:40][CH:41]=[CH:42][CH:43]=1)C.[OH-].[K+].C(=O)([O-])O.[Na+], predict the reaction product. The product is: [ClH:1].[ClH:1].[ClH:1].[CH:3]([C@H:16]1[N:21]2[CH2:22][CH2:23][CH2:24][C@H:20]2[CH2:19][N:18]([CH2:25][C:26]2[CH:31]=[C:30]([C:38]3[CH:39]=[N:40][CH:41]=[CH:42][CH:43]=3)[CH:29]=[CH:28][C:27]=2[O:33][CH3:34])[CH2:17]1)([C:10]1[CH:15]=[CH:14][CH:13]=[CH:12][CH:11]=1)[C:4]1[CH:9]=[CH:8][CH:7]=[CH:6][CH:5]=1. (4) Given the reactants [CH2:1]([S-])[CH3:2].[Na+].C[N:6]([CH:8]=O)[CH3:7], predict the reaction product. The product is: [N:6]1[C:2]2[C:7](=[CH:1][CH:2]=[CH:7][CH:1]=2)[N:6]=[CH:8][CH:8]=1. (5) The product is: [CH3:31][C:21]1[CH:26]=[CH:25][C:24]([S:27]([O:20][N:19]=[C:16]2[C:17]3[C:12](=[CH:11][CH:10]=[C:9]([O:8][CH2:1][C:2]4[CH:3]=[CH:4][CH:5]=[CH:6][CH:7]=4)[CH:18]=3)[CH2:13][CH2:14][CH2:15]2)(=[O:29])=[O:28])=[CH:23][CH:22]=1. Given the reactants [CH2:1]([O:8][C:9]1[CH:18]=[C:17]2[C:12]([CH2:13][CH2:14][CH2:15][C:16]2=[N:19][OH:20])=[CH:11][CH:10]=1)[C:2]1[CH:7]=[CH:6][CH:5]=[CH:4][CH:3]=1.[C:21]1([CH3:31])[CH:26]=[CH:25][C:24]([S:27](Cl)(=[O:29])=[O:28])=[CH:23][CH:22]=1.N1C=CC=CC=1, predict the reaction product.